From a dataset of Reaction yield outcomes from USPTO patents with 853,638 reactions. Predict the reaction yield, written as a fraction of the theoretical maximum amount of product (1.0 means a 100% yield; for example, 0.34 means a 34% yield). (1) The reactants are C([N:8]1[CH2:15][CH:14]2[CH2:16][CH:10]([CH2:11][N:12]([C:17]([NH:19][CH2:20][CH3:21])=[O:18])[CH2:13]2)[CH2:9]1)C1C=CC=CC=1. The catalyst is C(O)C.[Pd]. The product is [CH2:20]([NH:19][C:17]([N:12]1[CH2:13][CH:14]2[CH2:16][CH:10]([CH2:9][NH:8][CH2:15]2)[CH2:11]1)=[O:18])[CH3:21]. The yield is 0.950. (2) The reactants are [Li]CCCC.[Br:6][C:7]1[CH:12]=[C:11]([F:13])[C:10](Br)=[CH:9][C:8]=1[CH3:15].CN([CH:19]=[O:20])C.C(O)(=O)CC(CC(O)=O)(C(O)=O)O. The catalyst is CCCCCCC.C1(C)C=CC=CC=1.C1COCC1. The product is [Br:6][C:7]1[C:8]([CH3:15])=[CH:9][C:10]([CH:19]=[O:20])=[C:11]([F:13])[CH:12]=1. The yield is 0.880. (3) The reactants are [CH3:1][N:2]1[C:10]2[CH:9]=[CH:8][CH:7]=[C:6]([C:11]#[N:12])[C:5]=2[CH:4]=[CH:3]1.C([O-])(=O)C.[Cs+].I[C:19]1[CH:24]=[CH:23][CH:22]=[CH:21][CH:20]=1. The catalyst is CN(C)C(=O)C.ClCCl.CC(O)=O.CC(O)=O.[Pd].C1(P(C2C=CC=CC=2)C2C=CC=CC=2)C=CC=CC=1. The product is [CH3:1][N:2]1[C:10]2[CH:9]=[CH:8][CH:7]=[C:6]([C:11]#[N:12])[C:5]=2[CH:4]=[C:3]1[C:19]1[CH:24]=[CH:23][CH:22]=[CH:21][CH:20]=1. The yield is 0.350. (4) The reactants are Cl.[Cl:2][C:3]1[CH:4]=[CH:5][C:6]([CH3:36])=[C:7]([NH:9][C:10]([C:12]2[N:13]=[CH:14][NH:15][C:16]=2[C:17]([NH:19][C:20]2[NH:24][C:23]3[CH:25]=[CH:26][C:27]([O:29][CH:30]4[CH2:35][CH2:34][NH:33][CH2:32][CH2:31]4)=[CH:28][C:22]=3[N:21]=2)=[O:18])=[O:11])[CH:8]=1.Cl. The catalyst is O1CCOCC1. The product is [Cl:2][C:3]1[CH:4]=[CH:5][C:6]([CH3:36])=[C:7]([NH:9][C:10]([C:12]2[N:13]=[CH:14][NH:15][C:16]=2[C:17]([NH:19][C:20]2[NH:24][C:23]3[CH:25]=[CH:26][C:27]([O:29][CH:30]4[CH2:35][CH2:34][NH:33][CH2:32][CH2:31]4)=[CH:28][C:22]=3[N:21]=2)=[O:18])=[O:11])[CH:8]=1. The yield is 0.610. (5) The reactants are C([N:4]1[CH2:9][CH2:8][CH:7]([C:10](=[O:19])[C:11]2[CH:16]=[CH:15][C:14]([F:17])=[CH:13][C:12]=2[F:18])[CH2:6][CH2:5]1)(=O)C.[ClH:20]. No catalyst specified. The product is [ClH:20].[F:18][C:12]1[CH:13]=[C:14]([F:17])[CH:15]=[CH:16][C:11]=1[C:10]([CH:7]1[CH2:8][CH2:9][NH:4][CH2:5][CH2:6]1)=[O:19]. The yield is 0.850.